This data is from Peptide-MHC class II binding affinity with 134,281 pairs from IEDB. The task is: Regression. Given a peptide amino acid sequence and an MHC pseudo amino acid sequence, predict their binding affinity value. This is MHC class II binding data. (1) The peptide sequence is SWIRSCPDLKDCLID. The MHC is DRB1_0401 with pseudo-sequence DRB1_0401. The binding affinity (normalized) is 0.0638. (2) The peptide sequence is PARLFKAFVLDSDNL. The MHC is HLA-DQA10104-DQB10503 with pseudo-sequence HLA-DQA10104-DQB10503. The binding affinity (normalized) is 0.530. (3) The peptide sequence is RLEDEMKEGRYEVRAELPGV. The MHC is DRB1_1501 with pseudo-sequence DRB1_1501. The binding affinity (normalized) is 0.125. (4) The peptide sequence is AAIHEMFVNTLVASS. The MHC is DRB1_1501 with pseudo-sequence DRB1_1501. The binding affinity (normalized) is 0.170. (5) The peptide sequence is RLVEGVLAEIDDVCL. The MHC is DRB1_0701 with pseudo-sequence DRB1_0701. The binding affinity (normalized) is 0.103. (6) The MHC is DRB1_0405 with pseudo-sequence DRB1_0405. The peptide sequence is LISWGHYPLHLRYYR. The binding affinity (normalized) is 0.312. (7) The peptide sequence is ELLEFHYYLSSKLNK. The MHC is DRB1_0401 with pseudo-sequence DRB1_0401. The binding affinity (normalized) is 0.493.